This data is from Peptide-MHC class I binding affinity with 185,985 pairs from IEDB/IMGT. The task is: Regression. Given a peptide amino acid sequence and an MHC pseudo amino acid sequence, predict their binding affinity value. This is MHC class I binding data. (1) The peptide sequence is TPSGTWLTY. The MHC is HLA-A29:02 with pseudo-sequence HLA-A29:02. The binding affinity (normalized) is 0.629. (2) The peptide sequence is FLYDRLAST. The MHC is HLA-A69:01 with pseudo-sequence HLA-A69:01. The binding affinity (normalized) is 0.0847.